From a dataset of Catalyst prediction with 721,799 reactions and 888 catalyst types from USPTO. Predict which catalyst facilitates the given reaction. (1) Reactant: [OH2:1].[C:2]([C:4]1[CH:32]=[CH:31][C:7]2[N:8]=[C:9]([C:14]3[C:15](=[O:30])[N:16]([CH2:25][CH2:26][CH:27]([CH3:29])[CH3:28])[C:17]4[C:22]([C:23]=3[OH:24])=[CH:21][CH:20]=[CH:19][CH:18]=4)[NH:10][S:11](=[O:13])(=[O:12])[C:6]=2[CH:5]=1)#[N:3]. Product: [OH:24][C:23]1[C:22]2[C:17](=[CH:18][CH:19]=[CH:20][CH:21]=2)[N:16]([CH2:25][CH2:26][CH:27]([CH3:29])[CH3:28])[C:15](=[O:30])[C:14]=1[C:9]1[NH:8][C:7]2[CH:31]=[CH:32][C:4]([C:2]([NH2:3])=[O:1])=[CH:5][C:6]=2[S:11](=[O:12])(=[O:13])[N:10]=1. The catalyst class is: 65. (2) Reactant: [CH3:1][N:2]([CH3:21])[C:3]1[CH:20]=[CH:19][C:6]2[CH:7]=[C:8]([C:12](=[O:18])[CH2:13][C:14]([O:16][CH3:17])=[O:15])[C:9](=[O:11])[O:10][C:5]=2[CH:4]=1.[CH3:22][N:23]([CH3:33])[C:24]1[CH:31]=C[C:27]([CH:28]=O)=[C:26](O)[CH:25]=1. Product: [CH3:21][N:2]([CH3:1])[C:3]1[CH:20]=[CH:19][C:6]2[CH:7]=[C:8]([C:12]([C:13]3[C:14](=[O:15])[O:16][C:17]4[CH:31]=[C:24]([N:23]([CH3:33])[CH3:22])[CH:25]=[CH:26][C:27]=4[CH:28]=3)=[O:18])[C:9](=[O:11])[O:10][C:5]=2[CH:4]=1. The catalyst class is: 360. (3) Reactant: [CH3:1][Si]([N-][Si](C)(C)C)(C)C.[K+].[Br-].[F:12][C:13]1[CH:18]=[CH:17][C:16]([N+:19]([O-:21])=[O:20])=[CH:15][C:14]=1[C:22](=O)[CH3:23]. Product: [F:12][C:13]1[CH:18]=[CH:17][C:16]([N+:19]([O-:21])=[O:20])=[CH:15][C:14]=1[C:22]([CH3:23])=[CH2:1]. The catalyst class is: 247. (4) Reactant: [O:1]1[CH2:4][CH:3]([N:5]2[CH:9]=[C:8]([C:10]([O:12][CH2:13][CH3:14])=[O:11])[N:7]=[CH:6]2)[CH2:2]1.[O-]P([O-])([O-])=O.[K+].[K+].[K+].C1C(=O)N([Br:30])C(=O)C1. Product: [Br:30][C:6]1[N:5]([CH:3]2[CH2:4][O:1][CH2:2]2)[CH:9]=[C:8]([C:10]([O:12][CH2:13][CH3:14])=[O:11])[N:7]=1. The catalyst class is: 1. (5) Reactant: [NH2:1][CH2:2][C:3]1[CH:26]=[CH:25][CH:24]=[CH:23][C:4]=1[CH2:5][O:6][C:7]1[N:12]=[CH:11][N:10]([CH2:13][C:14]2[CH:19]=[CH:18][CH:17]=[CH:16][CH:15]=2)[C:9](=[O:20])[C:8]=1[CH2:21][CH3:22].C(N1C(=O)C(CC)=C(OCC2C=CC=CC=2CNC(NC2N(C3C=CC(C)=CC=3)N=C(C(C)(C)C)C=2)=O)N=C1)C1C=CC=CC=1.C(N(CC)CC)C.[C:79]([C:83]1[CH:87]=[C:86]([NH:88][C:89](=O)[O:90]C2C=CC([N+]([O-])=O)=CC=2)[N:85]([C:101]2[CH:106]=[CH:105][CH:104]=[C:103]([F:107])[CH:102]=2)[N:84]=1)([CH3:82])([CH3:81])[CH3:80].BrC1C(=O)N(CC2C=CC(OC)=CC=2)C(C)=CC=1OCC1C=CC=CC=1CNC(NC1N(C2C=CC=C(F)C=2)N=C(C(C)(C)C)C=1)=O. Product: [CH2:13]([N:10]1[C:9](=[O:20])[C:8]([CH2:21][CH3:22])=[C:7]([O:6][CH2:5][C:4]2[CH:23]=[CH:24][CH:25]=[CH:26][C:3]=2[CH2:2][NH:1][C:89]([NH:88][C:86]2[N:85]([C:101]3[CH:106]=[CH:105][CH:104]=[C:103]([F:107])[CH:102]=3)[N:84]=[C:83]([C:79]([CH3:82])([CH3:81])[CH3:80])[CH:87]=2)=[O:90])[N:12]=[CH:11]1)[C:14]1[CH:15]=[CH:16][CH:17]=[CH:18][CH:19]=1. The catalyst class is: 2. (6) Reactant: C(OC(=O)[NH:7][C@H:8]([C@@H:30]1[O:34][C:33](=[O:35])[N:32]([C:36]2([C:39]3[CH:44]=[CH:43][CH:42]=[C:41]([C:45]([CH3:48])([CH3:47])[CH3:46])[CH:40]=3)[CH2:38][CH2:37]2)[CH2:31]1)[CH2:9][C:10]1[CH:15]=[CH:14][C:13]([NH:16][C:17]2[CH:22]=[C:21]([C:23]3[CH:28]=[CH:27][CH:26]=[CH:25][CH:24]=3)[CH:20]=[C:19]([CH3:29])[N:18]=2)=[CH:12][CH:11]=1)(C)(C)C.C(O)(C(F)(F)F)=O. Product: [NH2:7][C@H:8]([C@@H:30]1[O:34][C:33](=[O:35])[N:32]([C:36]2([C:39]3[CH:44]=[CH:43][CH:42]=[C:41]([C:45]([CH3:48])([CH3:47])[CH3:46])[CH:40]=3)[CH2:37][CH2:38]2)[CH2:31]1)[CH2:9][C:10]1[CH:15]=[CH:14][C:13]([NH:16][C:17]2[CH:22]=[C:21]([C:23]3[CH:24]=[CH:25][CH:26]=[CH:27][CH:28]=3)[CH:20]=[C:19]([CH3:29])[N:18]=2)=[CH:12][CH:11]=1. The catalyst class is: 2. (7) Reactant: [CH2:1]([O:8][CH2:9][C@@H:10]1[N:15]2[C:16]3[C:25]4[C:20](=[CH:21][CH:22]=[CH:23][CH:24]=4)[N+:19]([O-])=[CH:18][C:17]=3[N:27]=[C:14]2[CH2:13][O:12][CH2:11]1)[C:2]1[CH:7]=[CH:6][CH:5]=[CH:4][CH:3]=1.[NH4+:28].[OH-].C1(C)C=CC(S(Cl)(=O)=O)=CC=1.O. Product: [CH2:1]([O:8][CH2:9][C@@H:10]1[N:15]2[C:16]3[C:25]4[C:20](=[CH:21][CH:22]=[CH:23][CH:24]=4)[N:19]=[C:18]([NH2:28])[C:17]=3[N:27]=[C:14]2[CH2:13][O:12][CH2:11]1)[C:2]1[CH:7]=[CH:6][CH:5]=[CH:4][CH:3]=1. The catalyst class is: 2.